Dataset: NCI-60 drug combinations with 297,098 pairs across 59 cell lines. Task: Regression. Given two drug SMILES strings and cell line genomic features, predict the synergy score measuring deviation from expected non-interaction effect. (1) Drug 1: C1=NC2=C(N1)C(=S)N=C(N2)N. Drug 2: CC1CCC2CC(C(=CC=CC=CC(CC(C(=O)C(C(C(=CC(C(=O)CC(OC(=O)C3CCCCN3C(=O)C(=O)C1(O2)O)C(C)CC4CCC(C(C4)OC)O)C)C)O)OC)C)C)C)OC. Cell line: SW-620. Synergy scores: CSS=17.3, Synergy_ZIP=-8.87, Synergy_Bliss=-4.15, Synergy_Loewe=-0.972, Synergy_HSA=0.196. (2) Drug 1: C1CC(=O)NC(=O)C1N2CC3=C(C2=O)C=CC=C3N. Drug 2: CC1=C(C=C(C=C1)C(=O)NC2=CC(=CC(=C2)C(F)(F)F)N3C=C(N=C3)C)NC4=NC=CC(=N4)C5=CN=CC=C5. Cell line: IGROV1. Synergy scores: CSS=1.71, Synergy_ZIP=-2.57, Synergy_Bliss=-2.64, Synergy_Loewe=-3.47, Synergy_HSA=-3.40. (3) Drug 1: CS(=O)(=O)C1=CC(=C(C=C1)C(=O)NC2=CC(=C(C=C2)Cl)C3=CC=CC=N3)Cl. Drug 2: C1CNP(=O)(OC1)N(CCCl)CCCl. Cell line: RPMI-8226. Synergy scores: CSS=-13.0, Synergy_ZIP=1.89, Synergy_Bliss=-8.81, Synergy_Loewe=-15.7, Synergy_HSA=-15.7. (4) Drug 1: CCCS(=O)(=O)NC1=C(C(=C(C=C1)F)C(=O)C2=CNC3=C2C=C(C=N3)C4=CC=C(C=C4)Cl)F. Drug 2: CC1=C2C(C(=O)C3(C(CC4C(C3C(C(C2(C)C)(CC1OC(=O)C(C(C5=CC=CC=C5)NC(=O)OC(C)(C)C)O)O)OC(=O)C6=CC=CC=C6)(CO4)OC(=O)C)OC)C)OC. Cell line: NCI/ADR-RES. Synergy scores: CSS=14.7, Synergy_ZIP=3.42, Synergy_Bliss=9.63, Synergy_Loewe=2.64, Synergy_HSA=8.24. (5) Drug 1: C1CNP(=O)(OC1)N(CCCl)CCCl. Synergy scores: CSS=14.2, Synergy_ZIP=-5.09, Synergy_Bliss=-14.7, Synergy_Loewe=-70.6, Synergy_HSA=-19.4. Drug 2: B(C(CC(C)C)NC(=O)C(CC1=CC=CC=C1)NC(=O)C2=NC=CN=C2)(O)O. Cell line: CCRF-CEM.